This data is from Forward reaction prediction with 1.9M reactions from USPTO patents (1976-2016). The task is: Predict the product of the given reaction. (1) Given the reactants C(OC(=O)[NH:7][C:8]1([C:12]2[CH:17]=[CH:16][C:15]([C:18]3[C:27]([C:28]4[CH:33]=[CH:32][CH:31]=[CH:30][CH:29]=4)=[CH:26][C:25]4[C:24]5[N:34]=[C:35]([CH3:37])[NH:36][C:23]=5[CH2:22][CH2:21][C:20]=4[N:19]=3)=[CH:14][CH:13]=2)[CH2:11][CH2:10][CH2:9]1)(C)(C)C, predict the reaction product. The product is: [CH3:37][C:35]1[NH:36][C:23]2[CH2:22][CH2:21][C:20]3[N:19]=[C:18]([C:15]4[CH:14]=[CH:13][C:12]([C:8]5([NH2:7])[CH2:11][CH2:10][CH2:9]5)=[CH:17][CH:16]=4)[C:27]([C:28]4[CH:29]=[CH:30][CH:31]=[CH:32][CH:33]=4)=[CH:26][C:25]=3[C:24]=2[N:34]=1. (2) Given the reactants [CH2:1]([C:4]1[N:9]=[C:8]([NH:10][C:11](=[O:32])[NH:12][C:13]2[N:14]=[C:15]([C:18]3[CH:23]=[CH:22][C:21]([NH:24]C(=O)OC(C)(C)C)=[CH:20][CH:19]=3)[S:16][CH:17]=2)[CH:7]=[CH:6][CH:5]=1)[CH2:2][CH3:3].C1(SC)C=CC=CC=1.C(O)(C(F)(F)F)=O, predict the reaction product. The product is: [NH2:24][C:21]1[CH:22]=[CH:23][C:18]([C:15]2[S:16][CH:17]=[C:13]([NH:12][C:11]([NH:10][C:8]3[CH:7]=[CH:6][CH:5]=[C:4]([CH2:1][CH2:2][CH3:3])[N:9]=3)=[O:32])[N:14]=2)=[CH:19][CH:20]=1. (3) Given the reactants [CH:1]1([Mg]Cl)[CH2:6][CH2:5][CH2:4][CH2:3][CH2:2]1.[CH:9]([C:11]1[CH:12]=[C:13]([C:16]([O:18][CH3:19])=[O:17])[NH:14][CH:15]=1)=[O:10], predict the reaction product. The product is: [CH:1]1([CH:9]([OH:10])[C:11]2[CH:12]=[C:13]([C:16]([O:18][CH3:19])=[O:17])[NH:14][CH:15]=2)[CH2:6][CH2:5][CH2:4][CH2:3][CH2:2]1. (4) Given the reactants N#N.[CH3:3][O:4][C:5](=[O:36])[CH2:6][C:7]1[CH:8]=[C:9]([C:13]2[CH:18]=[CH:17][CH:16]=[CH:15][C:14]=2[NH:19][C:20](=[O:35])[CH2:21][CH2:22][C:23]2[CH:28]=[C:27]([O:29]C)[C:26]([O:31]C)=[C:25]([O:33]C)[CH:24]=2)[CH:10]=[CH:11][CH:12]=1.B(Br)(Br)Br, predict the reaction product. The product is: [CH3:3][O:4][C:5](=[O:36])[CH2:6][C:7]1[CH:8]=[C:9]([C:13]2[CH:18]=[CH:17][CH:16]=[CH:15][C:14]=2[NH:19][C:20](=[O:35])[CH2:21][CH2:22][C:23]2[CH:24]=[C:25]([OH:33])[C:26]([OH:31])=[C:27]([OH:29])[CH:28]=2)[CH:10]=[CH:11][CH:12]=1. (5) Given the reactants [C:1]([O:5][C:6]([NH:8][CH2:9][C:10]1[C:11]([CH2:32][CH:33]([CH3:35])[CH3:34])=[N:12][C:13]2[C:18]([C:19]=1[C:20]1[CH:25]=[CH:24][C:23]([CH3:26])=[CH:22][CH:21]=1)=[CH:17][C:16]([C:27](=[CH2:31])C(O)=O)=[CH:15][CH:14]=2)=[O:7])([CH3:4])([CH3:3])[CH3:2].Cl.C(N=C=NCCC[N:45]([CH3:47])C)C.[NH4+].[OH:49]N1C2C=CC=CC=2N=N1.O, predict the reaction product. The product is: [NH2:45][C:47](=[O:49])/[CH:31]=[CH:27]/[C:16]1[CH:17]=[C:18]2[C:13](=[CH:14][CH:15]=1)[N:12]=[C:11]([CH2:32][CH:33]([CH3:34])[CH3:35])[C:10]([CH2:9][NH:8][C:6](=[O:7])[O:5][C:1]([CH3:2])([CH3:3])[CH3:4])=[C:19]2[C:20]1[CH:21]=[CH:22][C:23]([CH3:26])=[CH:24][CH:25]=1. (6) Given the reactants [CH2:1]([O:8][CH2:9][CH2:10][O:11][C:12]1[CH:13]=[C:14]([CH:17]=[CH:18][CH:19]=1)[CH:15]=[O:16])[C:2]1[CH:7]=[CH:6][CH:5]=[CH:4][CH:3]=1.[N+:20]([CH3:23])([O-:22])=[O:21].C(N(C(C)C)CC)(C)C.FC(F)(F)C(O)=O.Cl, predict the reaction product. The product is: [CH2:1]([O:8][CH2:9][CH2:10][O:11][C:12]1[CH:13]=[C:14]([C@H:15]([OH:16])[CH2:23][N+:20]([O-:22])=[O:21])[CH:17]=[CH:18][CH:19]=1)[C:2]1[CH:3]=[CH:4][CH:5]=[CH:6][CH:7]=1. (7) Given the reactants [CH2:1]([C:3]1[CH:8]=[CH:7][CH:6]=[CH:5][C:4]=1[NH:9][C:10]1[CH:15]=[CH:14][C:13]([C:16]2[CH:21]=[CH:20][CH:19]=[CH:18][CH:17]=2)=[CH:12][C:11]=1[N+:22]([O-])=O)[CH3:2], predict the reaction product. The product is: [CH2:1]([C:3]1[CH:8]=[CH:7][CH:6]=[CH:5][C:4]=1[NH:9][C:10]1[CH:15]=[CH:14][C:13]([C:16]2[CH:21]=[CH:20][CH:19]=[CH:18][CH:17]=2)=[CH:12][C:11]=1[NH2:22])[CH3:2].